Task: Predict the product of the given reaction.. Dataset: Forward reaction prediction with 1.9M reactions from USPTO patents (1976-2016) The product is: [C:5]([C:4]1[CH:3]=[C:2]([NH:1]/[N:11]=[C:21](\[C:22](=[O:23])[CH3:24])/[C:20]([O:26][CH2:27][C:28]2[CH:29]=[CH:30][CH:31]=[CH:32][CH:33]=2)=[O:25])[CH:9]=[C:8]([F:10])[CH:7]=1)#[N:6]. Given the reactants [NH2:1][C:2]1[CH:3]=[C:4]([CH:7]=[C:8]([F:10])[CH:9]=1)[C:5]#[N:6].[N:11]([O-])=O.[Na+].C([O-])(=O)C.[Na+].[C:20]([O:26][CH2:27][C:28]1[CH:33]=[CH:32][CH:31]=[CH:30][CH:29]=1)(=[O:25])[CH2:21][C:22]([CH3:24])=[O:23], predict the reaction product.